From a dataset of Forward reaction prediction with 1.9M reactions from USPTO patents (1976-2016). Predict the product of the given reaction. Given the reactants O=C1CCC(=O)N1[C:8](N1C(=O)CCC1=O)([CH2:12][O:13][CH2:14][CH2:15][O:16][CH2:17][CH2:18][O:19][CH2:20][CH2:21][O:22][CH2:23][CH2:24][O:25][CH2:26][CH2:27][O:28][CH2:29][CH2:30][O:31][CH2:32][CH2:33][O:34][CH2:35][CH2:36][O:37][CH2:38][CH2:39][C:40]([O-:42])=O)[C:9]([O-:11])=O.[F:50][C:51]([F:56])([F:55])[C:52]([OH:54])=[O:53].[NH2:57][CH2:58][CH2:59][C:60]1([C:65]([NH:67][C@@H:68]([CH2:72][C:73]2[CH:78]=[CH:77][C:76]([NH:79][C:80](=[O:89])[C:81]3[C:86]([Cl:87])=[CH:85][CH:84]=[CH:83][C:82]=3[Cl:88])=[CH:75][CH:74]=2)[C:69]([OH:71])=[O:70])=[O:66])[CH2:64][CH2:63][CH2:62][CH2:61]1.[Br-].[NH2:91][CH2:92][CH2:93][CH2:94][N+:95]([CH3:134])([CH3:133])[CH2:96][CH:97]([O:116][CH2:117][CH2:118][CH2:119][CH2:120][CH2:121][CH2:122][CH2:123][CH2:124][CH2:125][CH2:126][CH2:127][CH2:128][CH2:129][CH2:130][CH2:131][CH3:132])[CH2:98][O:99][CH2:100][CH2:101][CH2:102][CH2:103][CH2:104][CH2:105][CH2:106][CH2:107][CH2:108][CH2:109][CH2:110][CH2:111][CH2:112][CH2:113][CH2:114][CH3:115].CCN(C(C)C)C(C)C, predict the reaction product. The product is: [F:50][C:51]([F:56])([F:55])[C:52]([O-:54])=[O:53].[CH2:117]([O:116][CH:97]([CH2:98][O:99][CH2:100][CH2:101][CH2:102][CH2:103][CH2:104][CH2:105][CH2:106][CH2:107][CH2:108][CH2:109][CH2:110][CH2:111][CH2:112][CH2:113][CH2:114][CH3:115])[CH2:96][N+:95]([CH2:94][CH2:93][CH2:92][NH:91][C:40](=[O:42])[CH2:39][CH2:38][O:37][CH2:36][CH2:35][O:34][CH2:33][CH2:32][O:31][CH2:30][CH2:29][O:28][CH2:27][CH2:26][O:25][CH2:24][CH2:23][O:22][CH2:21][CH2:20][O:19][CH2:18][CH2:17][O:16][CH2:15][CH2:14][O:13][CH2:12][CH2:8][C:9]([NH:57][CH2:58][CH2:59][C:60]1([C:65]([NH:67][C@H:68]([C:69]([OH:71])=[O:70])[CH2:72][C:73]2[CH:74]=[CH:75][C:76]([NH:79][C:80](=[O:89])[C:81]3[C:86]([Cl:87])=[CH:85][CH:84]=[CH:83][C:82]=3[Cl:88])=[CH:77][CH:78]=2)=[O:66])[CH2:64][CH2:63][CH2:62][CH2:61]1)=[O:11])([CH3:133])[CH3:134])[CH2:118][CH2:119][CH2:120][CH2:121][CH2:122][CH2:123][CH2:124][CH2:125][CH2:126][CH2:127][CH2:128][CH2:129][CH2:130][CH2:131][CH3:132].